This data is from Peptide-MHC class I binding affinity with 185,985 pairs from IEDB/IMGT. The task is: Regression. Given a peptide amino acid sequence and an MHC pseudo amino acid sequence, predict their binding affinity value. This is MHC class I binding data. (1) The peptide sequence is AISAVYFKA. The MHC is HLA-A68:02 with pseudo-sequence HLA-A68:02. The binding affinity (normalized) is 0.598. (2) The peptide sequence is KLEYLAPSY. The MHC is HLA-A02:06 with pseudo-sequence HLA-A02:06. The binding affinity (normalized) is 0.0847. (3) The peptide sequence is AEHDPWWAV. The MHC is HLA-B15:42 with pseudo-sequence HLA-B15:42. The binding affinity (normalized) is 0.213.